Dataset: Catalyst prediction with 721,799 reactions and 888 catalyst types from USPTO. Task: Predict which catalyst facilitates the given reaction. (1) Reactant: Cl.[NH2:2][CH:3]([C:13]1[C:17](=[O:18])[CH2:16][CH2:15][C:14]=1[NH:19][C:20]1[CH:25]=[CH:24][N:23]=[C:22]([C:26]([F:29])([F:28])[F:27])[CH:21]=1)[C:4]1[CH:11]=[CH:10][C:7]([C:8]#[N:9])=[CH:6][C:5]=1[Br:12].[C:30](N1C=CN=C1)(N1C=CN=C1)=[O:31].C(N(CC)CC)C. Product: [Br:12][C:5]1[CH:6]=[C:7]([CH:10]=[CH:11][C:4]=1[CH:3]1[C:13]2[C:17](=[O:18])[CH2:16][CH2:15][C:14]=2[N:19]([C:20]2[CH:25]=[CH:24][N:23]=[C:22]([C:26]([F:29])([F:28])[F:27])[CH:21]=2)[C:30](=[O:31])[NH:2]1)[C:8]#[N:9]. The catalyst class is: 10. (2) Reactant: Br[C:2]1[C:8]([CH3:9])=[CH:7][C:5]([NH2:6])=[C:4]([CH3:10])[CH:3]=1.[CH3:11][N:12](C=O)C. Product: [NH2:6][C:5]1[C:4]([CH3:10])=[CH:3][C:2]([C:11]#[N:12])=[C:8]([CH3:9])[CH:7]=1. The catalyst class is: 267. (3) Reactant: C(N(CC)CC)C.[Br:8][C:9]1[C:18]([O:19][CH2:20][C:21]([O:23][CH3:24])=[O:22])=[CH:17][CH:16]=[C:15]2[C:10]=1[CH:11]=[CH:12][C:13]([CH2:25][NH3+:26])=[CH:14]2.[Cl-].[C:28]1([N:34]2[C:38]([CH2:39][CH2:40][CH3:41])=[C:37]([C:42](Cl)=[O:43])[CH:36]=[N:35]2)[CH:33]=[CH:32][CH:31]=[CH:30][CH:29]=1. Product: [CH3:24][O:23][C:21](=[O:22])[CH2:20][O:19][C:18]1[CH:17]=[CH:16][C:15]2[C:10](=[CH:11][CH:12]=[C:13]([CH2:25][NH:26][C:42]([C:37]3[CH:36]=[N:35][N:34]([C:28]4[CH:33]=[CH:32][CH:31]=[CH:30][CH:29]=4)[C:38]=3[CH2:39][CH2:40][CH3:41])=[O:43])[CH:14]=2)[C:9]=1[Br:8]. The catalyst class is: 2. (4) Reactant: [Cl:1][CH2:2][C:3]([N:5]([C:12]1[CH:17]=[CH:16][CH:15]=[CH:14][CH:13]=1)[C:6]1[CH:11]=[CH:10][CH:9]=[CH:8][CH:7]=1)=[O:4].[Cl:18][C:19]1[CH:20]=[C:21]([CH:24]=[CH:25][C:26]=1[Cl:27])[CH2:22][NH2:23]. Product: [ClH:1].[Cl:18][C:19]1[CH:20]=[C:21]([CH:24]=[CH:25][C:26]=1[Cl:27])[CH2:22][NH:23][CH2:2][C:3]([N:5]([C:12]1[CH:17]=[CH:16][CH:15]=[CH:14][CH:13]=1)[C:6]1[CH:11]=[CH:10][CH:9]=[CH:8][CH:7]=1)=[O:4]. The catalyst class is: 8. (5) Reactant: [CH3:1][C:2]1[NH:3][C:4]([NH2:7])=[N:5][N:6]=1.[C:8]1(=O)[CH2:11][CH2:10][CH2:9]1.C([BH3-])#N.[Na+].O. Product: [CH:8]1([NH:7][C:4]2[NH:3][C:2]([CH3:1])=[N:6][N:5]=2)[CH2:11][CH2:10][CH2:9]1. The catalyst class is: 15. (6) The catalyst class is: 5. Product: [NH:20]1[CH:21]=[CH:22][CH:23]=[C:19]1[C:17]1[N:16]=[C:15]2[CH2:31][CH2:32][CH2:33][C:14]2=[C:13]([NH:12][C:9]2[CH:8]=[CH:7][C:6]([CH2:5][C:4]([NH2:35])=[O:34])=[CH:11][CH:10]=2)[CH:18]=1. Reactant: C(O[C:4](=[O:34])[CH2:5][C:6]1[CH:11]=[CH:10][C:9]([NH:12][C:13]2[CH:18]=[C:17]([C:19]3[N:20](C(OC(C)(C)C)=O)[CH:21]=[CH:22][CH:23]=3)[N:16]=[C:15]3[CH2:31][CH2:32][CH2:33][C:14]=23)=[CH:8][CH:7]=1)C.[NH3:35]. (7) Reactant: Cl[C:2]1[C:3]([F:21])=[CH:4][C:5]2[C:6]([CH:20]=1)=[N:7][C:8]1[N:9]([CH3:19])[CH:10]=[C:11]([C:16]([OH:18])=[O:17])[C:12](=[O:15])[C:13]=1[CH:14]=2.[CH2:22]([N:29]1[CH2:34][CH2:33][NH:32][CH2:31][CH2:30]1)[C:23]1[CH:28]=[CH:27][CH:26]=[CH:25][CH:24]=1. Product: [F:21][C:3]1[C:2]([N:32]2[CH2:33][CH2:34][N:29]([CH2:22][C:23]3[CH:24]=[CH:25][CH:26]=[CH:27][CH:28]=3)[CH2:30][CH2:31]2)=[CH:20][C:6]2=[N:7][C:8]3[N:9]([CH3:19])[CH:10]=[C:11]([C:16]([OH:18])=[O:17])[C:12](=[O:15])[C:13]=3[CH:14]=[C:5]2[CH:4]=1. The catalyst class is: 17.